From a dataset of Reaction yield outcomes from USPTO patents with 853,638 reactions. Predict the reaction yield, written as a fraction of the theoretical maximum amount of product (1.0 means a 100% yield; for example, 0.34 means a 34% yield). (1) The reactants are [NH2:1][C:2]1[CH:11]=[C:10]([O:12][CH3:13])[C:9]([O:14][CH2:15][CH2:16][Cl:17])=[CH:8][C:3]=1[C:4](OC)=[O:5].Cl.[CH:19](N)=[NH:20]. The catalyst is C(O)C. The product is [Cl:17][CH2:16][CH2:15][O:14][C:9]1[CH:8]=[C:3]2[C:2](=[CH:11][C:10]=1[O:12][CH3:13])[N:1]=[CH:19][N:20]=[C:4]2[OH:5]. The yield is 0.860. (2) The reactants are [Br-:1].[OH:2][CH2:3][CH2:4][CH2:5][N+:6]1[C:15]2[C:10](=[CH:11][CH:12]=[CH:13][CH:14]=2)[C:9]([CH3:16])=[CH:8][CH:7]=1.[CH3:17][O:18][CH2:19][CH2:20][O:21][CH2:22][CH2:23][N:24]1[C:36]2[CH:35]=[CH:34][C:33]([CH:37]=O)=[CH:32][C:31]=2[C:30]2[C:25]1=[CH:26][CH:27]=[CH:28][CH:29]=2.N1CCCCC1. The catalyst is C(O)C. The product is [Br-:1].[OH:2][CH2:3][CH2:4][CH2:5][N+:6]1[C:15]2[C:10](=[CH:11][CH:12]=[CH:13][CH:14]=2)[C:9](/[CH:16]=[CH:37]/[C:33]2[CH:34]=[CH:35][C:36]3[N:24]([CH2:23][CH2:22][O:21][CH2:20][CH2:19][O:18][CH3:17])[C:25]4[C:30]([C:31]=3[CH:32]=2)=[CH:29][CH:28]=[CH:27][CH:26]=4)=[CH:8][CH:7]=1. The yield is 0.410. (3) The reactants are F[P-](F)(F)(F)(F)F.N1([O:17][C:18](N(C)C)=[N+:19](C)C)C2N=CC=CC=2N=N1.C([N:28]([CH2:32][CH3:33])[CH:29]([CH3:31])[CH3:30])(C)C.N.O1CCOCC1. The catalyst is CN(C)C=O. The product is [CH3:31][C:29]1[NH:28][CH:32]=[CH:33][C:30]=1[C:18]([NH2:19])=[O:17]. The yield is 0.740.